Dataset: Reaction yield outcomes from USPTO patents with 853,638 reactions. Task: Predict the reaction yield, written as a fraction of the theoretical maximum amount of product (1.0 means a 100% yield; for example, 0.34 means a 34% yield). (1) The reactants are [CH:1]1([N:7]2[C:12]([OH:13])=[C:11]([C:14]([NH:16][CH2:17][C:18]([O:20]CC)=[O:19])=[O:15])[C:10](=[O:23])[N:9]([CH2:24][C:25]3[CH:30]=[CH:29][C:28]([CH2:31][CH3:32])=[CH:27][CH:26]=3)[C:8]2=[O:33])[CH2:6][CH2:5][CH2:4][CH2:3][CH2:2]1.[OH-].[Na+]. The catalyst is C(O)C. The product is [CH:1]1([N:7]2[C:12]([OH:13])=[C:11]([C:14]([NH:16][CH2:17][C:18]([OH:20])=[O:19])=[O:15])[C:10](=[O:23])[N:9]([CH2:24][C:25]3[CH:30]=[CH:29][C:28]([CH2:31][CH3:32])=[CH:27][CH:26]=3)[C:8]2=[O:33])[CH2:6][CH2:5][CH2:4][CH2:3][CH2:2]1. The yield is 0.690. (2) The reactants are Br[C:2]1[C:6]2[C:7]([NH2:11])=[N:8][CH:9]=[CH:10][C:5]=2[S:4][CH:3]=1.CC1(C)C(C)(C)OB([C:20]2[CH:21]=[C:22]3[C:26](=[CH:27][CH:28]=2)[N:25]([C:29]([O:31][C:32]([CH3:35])([CH3:34])[CH3:33])=[O:30])[CH2:24][CH2:23]3)O1.C(=O)([O-])[O-].[K+].[K+]. The catalyst is C1C=CC(P(C2C=CC=CC=2)[C-]2C=CC=C2)=CC=1.C1C=CC(P(C2C=CC=CC=2)[C-]2C=CC=C2)=CC=1.Cl[Pd]Cl.[Fe+2].C(Cl)Cl.O1CCOCC1. The product is [NH2:11][C:7]1[C:6]2[C:2]([C:20]3[CH:21]=[C:22]4[C:26](=[CH:27][CH:28]=3)[N:25]([C:29]([O:31][C:32]([CH3:35])([CH3:34])[CH3:33])=[O:30])[CH2:24][CH2:23]4)=[CH:3][S:4][C:5]=2[CH:10]=[CH:9][N:8]=1. The yield is 0.930. (3) The yield is 0.660. The reactants are C[O:2][C:3](=[O:25])[C:4]1[CH:16]=[C:15]([C:17]([F:24])([F:23])[C:18]2[O:19][CH:20]=[CH:21][CH:22]=2)[CH:14]=[C:6]([C:7]([N:9]([CH3:13])[CH2:10][CH2:11][CH3:12])=[O:8])[CH:5]=1.[OH-].[Na+].Cl. The product is [F:24][C:17]([F:23])([C:18]1[O:19][CH:20]=[CH:21][CH:22]=1)[C:15]1[CH:14]=[C:6]([C:7]([N:9]([CH3:13])[CH2:10][CH2:11][CH3:12])=[O:8])[CH:5]=[C:4]([CH:16]=1)[C:3]([OH:25])=[O:2]. The catalyst is CO. (4) The reactants are [CH3:1][N:2]1[CH2:7][CH2:6][N:5]([C:8]2[CH:9]=[CH:10][C:11]([O:15][C:16]([F:19])([F:18])[F:17])=[C:12]([NH2:14])[CH:13]=2)[CH2:4][CH2:3]1.[N:20]#[C:21][NH2:22]. The catalyst is Cl.O. The product is [CH3:1][N:2]1[CH2:7][CH2:6][N:5]([C:8]2[CH:9]=[CH:10][C:11]([O:15][C:16]([F:19])([F:17])[F:18])=[C:12]([NH:14][C:21]([NH2:22])=[NH:20])[CH:13]=2)[CH2:4][CH2:3]1. The yield is 0.760. (5) The reactants are [CH:1]([N:4]1[C:8]([C:9]2[S:10][C:11]3[CH2:12][CH2:13][O:14][C:15]4[CH:22]=[CH:21][C:20]([C:23]5[C:24](=[O:29])[NH:25][CH:26]=[CH:27][CH:28]=5)=[CH:19][C:16]=4[C:17]=3[N:18]=2)=[N:7][CH:6]=[N:5]1)([CH3:3])[CH3:2].Br[CH2:31][CH2:32][O:33][CH3:34].[F-].[Cs+]. The catalyst is CN(C=O)C. The product is [CH:1]([N:4]1[C:8]([C:9]2[S:10][C:11]3[CH2:12][CH2:13][O:14][C:15]4[CH:22]=[CH:21][C:20]([C:23]5[C:24]([O:29][CH2:31][CH2:32][O:33][CH3:34])=[N:25][CH:26]=[CH:27][CH:28]=5)=[CH:19][C:16]=4[C:17]=3[N:18]=2)=[N:7][CH:6]=[N:5]1)([CH3:3])[CH3:2]. The yield is 0.0600. (6) The yield is 0.760. The product is [N:1]1[CH:6]=[CH:5][CH:4]=[C:3]([C:7]2[CH:8]=[CH:9][C:10]([C:13]([OH:14])=[O:20])=[CH:11][CH:12]=2)[CH:2]=1. The catalyst is N1C=CC=CC=1. The reactants are [N:1]1[CH:6]=[CH:5][CH:4]=[C:3]([C:7]2[CH:12]=[CH:11][C:10]([CH3:13])=[CH:9][CH:8]=2)[CH:2]=1.[O-:14][Mn](=O)(=O)=O.[K+].[OH2:20]. (7) The reactants are [Cl:1][C:2]1[CH:7]=[CH:6][C:5]([C:8]2[C:9]3[C:25]([CH3:26])=[C:24]([CH3:27])[S:23][C:10]=3[C:11]3[C:21]([CH3:22])=[N:20][O:19][C:12]=3[C@H:13]([CH2:15][C:16]([NH2:18])=O)[N:14]=2)=[CH:4][CH:3]=1.COC1C=CC(P2(SP(C3C=CC(OC)=CC=3)(=S)S2)=[S:37])=CC=1. The product is [Cl:1][C:2]1[CH:7]=[CH:6][C:5]([C:8]2[C:9]3[C:25]([CH3:26])=[C:24]([CH3:27])[S:23][C:10]=3[C:11]3[C:21]([CH3:22])=[N:20][O:19][C:12]=3[C@H:13]([CH2:15][C:16](=[S:37])[NH2:18])[N:14]=2)=[CH:4][CH:3]=1. The yield is 0.640. The catalyst is C1COCC1.